This data is from Reaction yield outcomes from USPTO patents with 853,638 reactions. The task is: Predict the reaction yield, written as a fraction of the theoretical maximum amount of product (1.0 means a 100% yield; for example, 0.34 means a 34% yield). (1) The reactants are C(O)C.C(OC(=O)[NH:10][C:11]1[CH:16]=[C:15]([CH:17]([S:26]([C:29]2[CH:34]=[CH:33][C:32]([Cl:35])=[CH:31][CH:30]=2)(=[O:28])=[O:27])[C:18]2[CH:23]=[C:22]([F:24])[CH:21]=[CH:20][C:19]=2[F:25])[C:14]([CH3:36])=[CH:13][N:12]=1)(C)(C)C.Cl.C(=O)(O)[O-].[Na+]. The catalyst is C(OCC)(=O)C. The product is [Cl:35][C:32]1[CH:33]=[CH:34][C:29]([S:26]([CH:17]([C:18]2[CH:23]=[C:22]([F:24])[CH:21]=[CH:20][C:19]=2[F:25])[C:15]2[C:14]([CH3:36])=[CH:13][N:12]=[C:11]([NH2:10])[CH:16]=2)(=[O:28])=[O:27])=[CH:30][CH:31]=1. The yield is 0.780. (2) The reactants are Br[C:2]1[CH:3]=[CH:4][C:5]([O:28][CH3:29])=[C:6]([C:8]([CH3:27])([CH3:26])[CH2:9][C:10]([CH2:16][C:17]2[NH:25][C:20]3=[CH:21][N:22]=[CH:23][CH:24]=[C:19]3[CH:18]=2)([OH:15])[C:11]([F:14])([F:13])[F:12])[CH:7]=1.[F-].[K+].[C:32]1(B(O)O)[CH:37]=[CH:36][CH:35]=[CH:34][CH:33]=1. The catalyst is C1COCC1.C(OCC)(=O)C.CC([O-])=O.CC([O-])=O.[Pd+2]. The product is [F:12][C:11]([F:14])([F:13])[C:10]([CH2:16][C:17]1[NH:25][C:20]2=[CH:21][N:22]=[CH:23][CH:24]=[C:19]2[CH:18]=1)([OH:15])[CH2:9][C:8]([C:6]1[CH:7]=[C:2]([C:32]2[CH:37]=[CH:36][CH:35]=[CH:34][CH:33]=2)[CH:3]=[CH:4][C:5]=1[O:28][CH3:29])([CH3:27])[CH3:26]. The yield is 0.400.